From a dataset of Full USPTO retrosynthesis dataset with 1.9M reactions from patents (1976-2016). Predict the reactants needed to synthesize the given product. (1) The reactants are: C([N:8](CC1C=CC=CC=1)[C:9]1[CH:14]=[CH:13][C:12]([N:15]2[CH2:20][CH2:19][N:18]([C:21]([O:23][C:24]([CH3:27])([CH3:26])[CH3:25])=[O:22])[CH2:17][CH2:16]2)=[CH:11][C:10]=1[O:28][CH2:29][CH3:30])C1C=CC=CC=1. Given the product [NH2:8][C:9]1[CH:14]=[CH:13][C:12]([N:15]2[CH2:20][CH2:19][N:18]([C:21]([O:23][C:24]([CH3:25])([CH3:26])[CH3:27])=[O:22])[CH2:17][CH2:16]2)=[CH:11][C:10]=1[O:28][CH2:29][CH3:30], predict the reactants needed to synthesize it. (2) Given the product [C:1]([C:5]1[CH:6]=[C:7]([NH:18][C:19]([NH:21][C:22]2[C:31]3[C:26](=[CH:27][CH:28]=[CH:29][CH:30]=3)[C:25]([O:32][C:33]3[CH:38]=[CH:37][N:36]=[C:35]([NH:45][C:44]4[CH:46]=[C:47]([O:48][CH2:49][CH2:50][O:51][CH2:52][CH2:53][O:54][CH2:55][CH2:56][O:57][CH3:58])[C:41]([Cl:40])=[C:42]([O:59][CH3:60])[CH:43]=4)[N:34]=3)=[CH:24][CH:23]=2)=[O:20])[C:8]([O:16][CH3:17])=[C:9]([NH:11][S:12]([CH3:15])(=[O:13])=[O:14])[CH:10]=1)([CH3:2])([CH3:4])[CH3:3], predict the reactants needed to synthesize it. The reactants are: [C:1]([C:5]1[CH:6]=[C:7]([NH:18][C:19]([NH:21][C:22]2[C:31]3[C:26](=[CH:27][CH:28]=[CH:29][CH:30]=3)[C:25]([O:32][C:33]3[CH:38]=[CH:37][N:36]=[C:35](Cl)[N:34]=3)=[CH:24][CH:23]=2)=[O:20])[C:8]([O:16][CH3:17])=[C:9]([NH:11][S:12]([CH3:15])(=[O:14])=[O:13])[CH:10]=1)([CH3:4])([CH3:3])[CH3:2].[Cl:40][C:41]1[C:47]([O:48][CH2:49][CH2:50][O:51][CH2:52][CH2:53][O:54][CH2:55][CH2:56][O:57][CH3:58])=[CH:46][C:44]([NH2:45])=[CH:43][C:42]=1[O:59][CH3:60]. (3) Given the product [Cl:1][C:2]1[CH:7]=[C:6]([C:8]([N:10]2[C:23]3[C:18](=[CH:19][C:20]([Cl:24])=[CH:21][CH:22]=3)[C:12]3([CH2:13][CH2:14][N:15]([CH2:26]/[CH:27]=[CH:28]/[C:29]4[CH:30]=[CH:31][C:32]([O:35][CH3:36])=[CH:33][CH:34]=4)[CH2:16][CH2:17]3)[CH2:11]2)=[O:9])[CH:5]=[CH:4][N:3]=1, predict the reactants needed to synthesize it. The reactants are: [Cl:1][C:2]1[CH:7]=[C:6]([C:8]([N:10]2[C:23]3[C:18](=[CH:19][C:20]([Cl:24])=[CH:21][CH:22]=3)[C:12]3([CH2:17][CH2:16][NH:15][CH2:14][CH2:13]3)[CH2:11]2)=[O:9])[CH:5]=[CH:4][N:3]=1.Cl[CH2:26]/[CH:27]=[CH:28]/[C:29]1[CH:34]=[CH:33][C:32]([O:35][CH3:36])=[CH:31][CH:30]=1. (4) Given the product [CH3:1][O:2][C:3]1[CH:8]=[CH:7][C:6]([N:9]2[C:13]([C:14]3[CH:19]=[CH:18][C:17]([O:20][CH3:21])=[CH:16][CH:15]=3)=[CH:12][C:11]([CH:22]3[CH2:27][CH2:26][N:25]([C:32](=[O:38])[N:49]([OH:50])[CH3:48])[CH2:24][CH2:23]3)=[N:10]2)=[CH:5][CH:4]=1, predict the reactants needed to synthesize it. The reactants are: [CH3:1][O:2][C:3]1[CH:8]=[CH:7][C:6]([N:9]2[C:13]([C:14]3[CH:19]=[CH:18][C:17]([O:20][CH3:21])=[CH:16][CH:15]=3)=[CH:12][C:11]([CH:22]3[CH2:27][CH2:26][NH:25][CH2:24][CH2:23]3)=[N:10]2)=[CH:5][CH:4]=1.ClC(Cl)(O[C:32](=[O:38])OC(Cl)(Cl)Cl)Cl.C(N(CC)CC)C.Cl.[CH3:48][NH:49][OH:50]. (5) Given the product [ClH:24].[CH3:25][NH:26][CH2:22][C:13]1[CH:14]=[C:15]([C:16]2[CH:21]=[CH:20][CH:19]=[CH:18][CH:17]=2)[N:11]([S:8]([C:5]2[CH:4]=[CH:3][C:2]([CH3:1])=[CH:7][CH:6]=2)(=[O:9])=[O:10])[N:12]=1, predict the reactants needed to synthesize it. The reactants are: [CH3:1][C:2]1[CH:7]=[CH:6][C:5]([S:8]([N:11]2[C:15]([C:16]3[CH:21]=[CH:20][CH:19]=[CH:18][CH:17]=3)=[CH:14][C:13]([CH:22]=O)=[N:12]2)(=[O:10])=[O:9])=[CH:4][CH:3]=1.[Cl-:24].[CH3:25][NH3+:26].[BH4-].[Na+]. (6) Given the product [CH3:5][O:6][C:7]1[CH:8]=[CH:9][C:10]([S:13]([N:16]([C:17]2[CH:22]=[CH:21][C:20]([O:23][CH3:24])=[CH:19][CH:18]=2)[CH2:2][CH2:3][CH3:4])(=[O:15])=[O:14])=[CH:11][CH:12]=1, predict the reactants needed to synthesize it. The reactants are: Br[CH2:2][CH2:3][CH3:4].[CH3:5][O:6][C:7]1[CH:12]=[CH:11][C:10]([S:13]([NH:16][C:17]2[CH:22]=[CH:21][C:20]([O:23][CH3:24])=[CH:19][CH:18]=2)(=[O:15])=[O:14])=[CH:9][CH:8]=1. (7) Given the product [Cl:1][C:2]1[CH:28]=[C:27]([F:29])[CH:26]=[CH:25][C:3]=1[CH2:4][NH:5][C:6]1[S:7][C:8](=[CH:12][C:13]2[CH:22]=[CH:21][C:20]3[C:15](=[C:16]([O:38][CH:35]([CH3:37])[CH3:36])[CH:17]=[CH:18][N:19]=3)[N:14]=2)[C:9](=[O:11])[N:10]=1, predict the reactants needed to synthesize it. The reactants are: [Cl:1][C:2]1[CH:28]=[C:27]([F:29])[CH:26]=[CH:25][C:3]=1[CH2:4][NH:5][C:6]1[S:7][C:8](=[CH:12][C:13]2[N:14]=[C:15]3[C:20](=[CH:21][CH:22]=2)[N:19]=[CH:18][C:17](C#N)=[CH:16]3)[C:9](=[O:11])[N:10]=1.C(O[Na])(C)=O.[CH:35]([O:38]C1C=CN=C2C=1N=C(C=O)C=C2)([CH3:37])[CH3:36]. (8) Given the product [CH:1]1([N:6]2[C:11]3[N:12]=[C:13]([S:16]([CH3:17])=[O:40])[N:14]=[CH:15][C:10]=3[CH:9]=[C:8]([C:18]3[CH:23]=[C:22]([C:24]4[O:25][C:26]([CH2:29][CH:30]([CH3:32])[CH3:31])=[N:27][N:28]=4)[CH:21]=[CH:20][C:19]=3[CH3:33])[C:7]2=[O:34])[CH2:2][CH2:3][CH2:4][CH2:5]1, predict the reactants needed to synthesize it. The reactants are: [CH:1]1([N:6]2[C:11]3[N:12]=[C:13]([S:16][CH3:17])[N:14]=[CH:15][C:10]=3[CH:9]=[C:8]([C:18]3[CH:23]=[C:22]([C:24]4[O:25][C:26]([CH2:29][CH:30]([CH3:32])[CH3:31])=[N:27][N:28]=4)[CH:21]=[CH:20][C:19]=3[CH3:33])[C:7]2=[O:34])[CH2:5][CH2:4][CH2:3][CH2:2]1.ClC1C=C(C=CC=1)C(OO)=[O:40]. (9) Given the product [O:1]1[CH:5]=[CH:4][CH:3]=[C:2]1[C:6]([NH:8][C:9]1([C:15]([NH:17][CH:18]2[CH2:23][CH2:22][N:21]([C:24]3[CH:29]=[CH:28][C:27]([F:30])=[CH:26][C:25]=3[N:31]3[CH:35]=[CH:39][CH:38]=[CH:37]3)[CH2:20][CH:19]2[OH:32])=[O:16])[CH2:14][CH2:13][CH2:12][CH2:11][CH2:10]1)=[O:7], predict the reactants needed to synthesize it. The reactants are: [O:1]1[CH:5]=[CH:4][CH:3]=[C:2]1[C:6]([NH:8][C:9]1([C:15]([NH:17][CH:18]2[CH2:23][CH2:22][N:21]([C:24]3[CH:29]=[CH:28][C:27]([F:30])=[CH:26][C:25]=3[NH2:31])[CH2:20][CH:19]2[OH:32])=[O:16])[CH2:14][CH2:13][CH2:12][CH2:11][CH2:10]1)=[O:7].CO[CH:35]1[CH2:39][CH2:38][CH:37](OC)O1. (10) Given the product [CH2:14]([NH:21][C:7]1[CH:2]=[C:3]([O:10][CH3:11])[C:4]([CH3:9])=[C:5]([F:8])[CH:6]=1)[C:15]1[CH:20]=[CH:19][CH:18]=[CH:17][CH:16]=1, predict the reactants needed to synthesize it. The reactants are: Cl[C:2]1[CH:7]=[CH:6][C:5]([F:8])=[C:4]([CH3:9])[C:3]=1[O:10][CH3:11].[NH2-].[Na+].[CH2:14]([NH2:21])[C:15]1[CH:20]=[CH:19][CH:18]=[CH:17][CH:16]=1.